Dataset: Forward reaction prediction with 1.9M reactions from USPTO patents (1976-2016). Task: Predict the product of the given reaction. (1) Given the reactants [F:1][C:2]1[CH:11]=[C:10]([NH:12][CH2:13][C:14]2[CH:19]=[CH:18][C:17]([O:20][CH3:21])=[CH:16][CH:15]=2)[C:9]([N+:22]([O-])=O)=[CH:8][C:3]=1[C:4]([O:6][CH3:7])=[O:5], predict the reaction product. The product is: [NH2:22][C:9]1[C:10]([NH:12][CH2:13][C:14]2[CH:15]=[CH:16][C:17]([O:20][CH3:21])=[CH:18][CH:19]=2)=[CH:11][C:2]([F:1])=[C:3]([CH:8]=1)[C:4]([O:6][CH3:7])=[O:5]. (2) Given the reactants [CH2:1]([N:3]([CH2:17][CH3:18])[CH2:4][CH2:5][N:6]1[CH:14]([OH:15])[C:13]2[C:8](=[CH:9][CH:10]=[CH:11][CH:12]=2)[CH:7]1[OH:16])[CH3:2].[CH3:19][O:20][S:21]([C:24]1[CH:29]=[CH:28][C:27]([CH3:30])=[CH:26][CH:25]=1)(=[O:23])=[O:22], predict the reaction product. The product is: [C:27]1([CH3:30])[CH:26]=[CH:25][C:24]([S:21]([O-:23])(=[O:20])=[O:22])=[CH:29][CH:28]=1.[O:16]=[C:7]1[C:8]2[C:13](=[CH:12][CH:11]=[CH:10][CH:9]=2)[C:14](=[O:15])[N:6]1[CH2:5][CH2:4][N+:3]([CH2:1][CH3:2])([CH2:17][CH3:18])[CH3:19]. (3) Given the reactants [CH3:1][C:2]1[C:3]([CH3:18])([CH3:17])[C:4]2[C:5]([N:16]=1)=[CH:6][C:7]1[C:8]([CH3:15])([CH3:14])[C:9]([CH3:13])=[N:10][C:11]=1[CH:12]=2.[CH3:19][C:20]1[CH:25]=[CH:24][C:23]([S:26]([O:29]CC)(=[O:28])=[O:27])=[CH:22][CH:21]=1.[CH3:32][C:33](C)=O, predict the reaction product. The product is: [CH3:19][C:20]1[CH:21]=[CH:22][C:23]([S:26]([O-:29])(=[O:28])=[O:27])=[CH:24][CH:25]=1.[CH3:19][C:20]1[CH:21]=[CH:22][C:23]([S:26]([O-:29])(=[O:28])=[O:27])=[CH:24][CH:25]=1.[CH2:19]([N+:16]1[C:5]2=[CH:6][C:7]3[C:8]([CH3:15])([CH3:14])[C:9]([CH3:13])=[N+:10]([CH2:32][CH3:33])[C:11]=3[CH:12]=[C:4]2[C:3]([CH3:18])([CH3:17])[C:2]=1[CH3:1])[CH3:20].